From a dataset of Drug-target binding data from BindingDB using IC50 measurements. Regression. Given a target protein amino acid sequence and a drug SMILES string, predict the binding affinity score between them. We predict pIC50 (pIC50 = -log10(IC50 in M); higher means more potent). Dataset: bindingdb_ic50. (1) The drug is CC(=O)N[C@@H]1[C@@H](N=C(Cc2ccc(F)cc2)NS(C)(=O)=O)C=C(C(=O)O)O[C@H]1[C@H](O)[C@H](O)CO. The target protein sequence is MAEKGKTNSSYWSTTRNDNSTVNTYIDTPAGKTHIWLLIATTMHTILSFIIMILCIDLIIKQDTCMKTNIITISSMNESAKTIKETITELIRQEVISRTINIQSSVQSGIPILLNKQSRDLTQLIEKSCNRQELAQICENTNAIHHADGISPLDPHDFWRCPVGEPLLSDNPNISLLPGPSLLSGSTTISGCVRLPSLSIGDAIYAYSSNLITQGCADIGKSYQVLQLGYISLNSDMYPDLNPVISHTYDINDNRKSCSVIAAGTRGYQLCSLPTVNETTDYSSEGIEDLVFDILDLKGKTKSHRYKNEDITFDHPFSAMYPSVGSGIKIENTLIFLGYGGLTTPLQGDTKCVTNRCANVNQSVCNDALKITWRLKKRQVNVLIRINNYLSDRPKIVVETIPITQNYLGAEGRLLKLGKKIYIYTRSSGWHSHLQIGSLDINNPMTIKWAPHEVLSRPGNQDCNWYNRCPRECISGVYTDAYPLSPDAVNVATTTLYANT.... The pIC50 is 2.8. (2) The compound is CNc1ccc(S(=O)(=O)c2ccc(N)cc2)cc1. The target protein sequence is MDIIEESNKCKENNKGNIVVLNFGTTDKTNAVTILETALYLTEKYIGKIINTSYMYETVPEYVVLDKSDIPKNIIGEDDPYDVSSLNDLVKGLEKSKYENVFQGEENLVSQCEYERFLNNKDLFENKIKQISTEKYESETSNIIKENDEIMKINLEKHKNKYYTSYFYNLVVVFKCFIDDPLNLLVILKYIEHLMKRKNSKEVEKFENRLIDIDILFFNNYTIFEKNINLTKNDLYTIMCKYINIEYDNSSSDNCNKLSRNIEEIKDNIKFLSIPHVYTKHRYSILLCLNDIMPNYKHNALKETINKLHEEFITSFSKLYNTCIKKYNKRLYVLKNEVLCLKEKTNIVGILNTNYNSFSDGGLFVKPNIAVHRMFQMIKEGVDIIDIGGESSAPFVSHNPEIKERDLVIPVLELFEQEWNKMLQIRENGMEKQKDKLNQNDLSLQKKTSTIYKPPISIDTMNYDLFKECVDKNLVDILNDISACTNDPKIIKLLKKKN. The pIC50 is 4.6. (3) The small molecule is COC[C@@H](CC1O[C@@](O)([C@H](OC)C2CC(=O)C(C)=CC(C)=C/C(C)=C/[C@@H](C)[C@H](O[C@@H]3O[C@@H](C)[C@H](OC)[C@@H](O)[C@@H]3O)/C=C/C(C)=C/CC[C@H](O)[C@@H](OC)C2)[C@H](C)[C@@H](O)[C@H]1C)O[C@H]1C[C@](C)(O)[C@@H](O[C@H]2C[C@@H](OC)[C@H](O)[C@@H](C)O2)[C@H](C)O1. The target protein (P00830) has sequence MVLPRLYTATSRAAFKAAKQSAPLLSTSWKRCMASAAQSTPITGKVTAVIGAIVDVHFEQSELPAILNALEIKTPQGKLVLEVAQHLGENTVRTIAMDGTEGLVRGEKVLDTGGPISVPVGRETLGRIINVIGEPIDERGPIKSKLRKPIHADPPSFAEQSTSAEILETGIKVVDLLAPYARGGKIGLFGGAGVGKTVFIQELINNIAKAHGGFSVFTGVGERTREGNDLYREMKETGVINLEGESKVALVFGQMNEPPGARARVALTGLTIAEYFRDEEGQDVLLFIDNIFRFTQAGSEVSALLGRIPSAVGYQPTLATDMGLLQERITTTKKGSVTSVQAVYVPADDLTDPAPATTFAHLDATTVLSRGISELGIYPAVDPLDSKSRLLDAAVVGQEHYDVASKVQETLQTYKSLQDIIAILGMDELSEQDKLTVERARKIQRFLSQPFAVAEVFTGIPGKLVRLKDTVASFKAVLEGKYDNIPEHAFYMVGGIEDVV.... The pIC50 is 5.5. (4) The compound is CCCCC(C#N)c1ccc(C(F)(F)F)cc1. The target protein sequence is MGMRTVLTGLAGMLLGSMMPVQADMPRPTGLAADIRWTAYGVPHIRAKDERGLGYGIGYAYARDNACLLAEEIVTARGERARYFGSEGKSSAELDNLPSDIFYAWLNQPEALQAFWQAQTPAVRQLLEGYAAGFNRFLREADGKTTSCLGQPWLRAIATDDLLRLTRRLLVEGGVGQFADALVAAAPPGTEKVALSGEQAFQVAEQRRQRFRLERGSNAIAVGSERSADGKGMLLANPHFPWNGAMRFYQMHLTIPGRLDVMGASLPGLPVVNIGFSRHLAWTHTVDTSSHFTLYRLALDPKDPRRYLVDGRSLPLEEKSVAIEVRGADGKLSRVEHKVYQSIYGPLVVWPGKLDWNRSEAYALRDANLENTRVLQQWYSINQASDVADLRRRVEALQGIPWVNTLAADEQGNALYMNQSVVPYLKPELIPACAIPQLVAEGLPALQGQDSRCAWSRDPAAAQAGITPAAQLPVLLRRDFVQNSNDSAWLTNPASPLQGF.... The pIC50 is 5.0. (5) The target protein sequence is MPCCELITNISIPDDKAQNALSEIEDAISNVLGKPVAYIMSNYDYQKNLRFSGSNEGYCFVRLTSIGGINRSNNSSLADKITKILSNHLGVKPRRVYIEFRDCSAQNFAFSGSLFG. The small molecule is CC(=O)O[C@@H]1C[C@H]2C(C)(C)C(=O)C=C[C@]2(C)[C@H]2CC[C@]3(C)C(=CC(=O)[C@H]3c3ccoc3)[C@]12C. The pIC50 is 4.4. (6) The drug is Cc1ccc(COC(=O)N2c3ccccc3Oc3ccccc32)cc1. The target protein (P51575) has sequence MARRFQEELAAFLFEYDTPRMVLVRNKKVGVIFRLIQLVVLVYVIGWVFLYEKGYQTSSGLISSVSVKLKGLAVTQLPGLGPQVWDVADYVFPAQGDNSFVVMTNFIVTPKQTQGYCAEHPEGGICKEDSGCTPGKAKRKAQGIRTGKCVAFNDTVKTCEIFGWCPVEVDDDIPRPALLREAENFTLFIKNSISFPRFKVNRRNLVEEVNAAHMKTCLFHKTLHPLCPVFQLGYVVQESGQNFSTLAEKGGVVGITIDWHCDLDWHVRHCRPIYEFHGLYEEKNLSPGFNFRFARHFVENGTNYRHLFKVFGIRFDILVDGKAGKFDIIPTMTTIGSGIGIFGVATVLCDLLLLHILPKRHYYKQKKFKYAEDMGPGAAERDLAATSSTLGLQENMRTS. The pIC50 is 5.0. (7) The small molecule is Cn1sc(=O)n(-c2cccc3ccccc23)c1=O. The target is XTSFAESXKPVQQPSAFGS. The pIC50 is 5.5. (8) The compound is CCO[C@H]1CC[C@@](CS)(C(=O)N[C@@H](Cc2ccc(Cl)cc2)C(=O)Nc2ccccc2)CC1. The target protein (P48032) has sequence MTPWLGLVVLLSCWSLGHWGTEACTCSPSHPQDAFCNSDIVIRAKVVGKKLVKEGPFGTLVYTIKQMKMYRGFSKMPHVQYIHTEASESLCGLKLEVNKYQYLLTGRVYEGKMYTGLCNFVERWDHLTLSQRKGLNYRYHLGCNCKIKSCYYLPCFVTSKKECLWTDMLSNFGYPGYQSKHYACIRQKGGYCSWYRGWAPPDKSISNATDP. The pIC50 is 6.7.